From a dataset of Full USPTO retrosynthesis dataset with 1.9M reactions from patents (1976-2016). Predict the reactants needed to synthesize the given product. (1) Given the product [Br:15][C:16]1[CH:21]=[C:20]([CH2:22][O:13][C@@H:9]2[CH2:8][O:7][C:6]3=[N:5][C:4]([N+:1]([O-:3])=[O:2])=[CH:12][N:11]3[CH2:10]2)[CH:19]=[N:18][CH:17]=1, predict the reactants needed to synthesize it. The reactants are: [N+:1]([C:4]1[N:5]=[C:6]2[N:11]([CH:12]=1)[CH2:10][C@H:9]([OH:13])[CH2:8][O:7]2)([O-:3])=[O:2].Cl.[Br:15][C:16]1[CH:17]=[N:18][CH:19]=[C:20]([CH2:22]Cl)[CH:21]=1.[H-].[Na+]. (2) Given the product [CH2:2]([O:57][C@H:53]1[CH2:54][O:55][CH2:56][C@H:52]1[NH:51][C:35]1[C:34]([CH2:32][CH3:33])=[N:39][C:38]([C:40]2[CH:45]=[CH:44][C:43]([O:46][CH3:47])=[CH:42][C:41]=2[CH3:48])=[C:37]([CH2:49][CH3:50])[N:36]=1)[CH3:3], predict the reactants needed to synthesize it. The reactants are: Cl[C:2]1C=C(Cl)C=C[C:3]=1C1N=C(CC)C(N[C@@H]2C3C(=CC=CC=3)C[C@@H]2OCC)=NC=1CC.[CH2:32]([C:34]1[C:35]([NH:51][C@H:52]2[CH2:56][O:55][CH2:54][C@H:53]2[OH:57])=[N:36][C:37]([CH2:49][CH3:50])=[C:38]([C:40]2[CH:45]=[CH:44][C:43]([O:46][CH3:47])=[CH:42][C:41]=2[CH3:48])[N:39]=1)[CH3:33].